Task: Regression. Given two drug SMILES strings and cell line genomic features, predict the synergy score measuring deviation from expected non-interaction effect.. Dataset: NCI-60 drug combinations with 297,098 pairs across 59 cell lines (1) Drug 1: C1=CC(=C2C(=C1NCCNCCO)C(=O)C3=C(C=CC(=C3C2=O)O)O)NCCNCCO. Drug 2: CCC1(CC2CC(C3=C(CCN(C2)C1)C4=CC=CC=C4N3)(C5=C(C=C6C(=C5)C78CCN9C7C(C=CC9)(C(C(C8N6C)(C(=O)OC)O)OC(=O)C)CC)OC)C(=O)OC)O.OS(=O)(=O)O. Cell line: HOP-62. Synergy scores: CSS=58.2, Synergy_ZIP=-3.35, Synergy_Bliss=-2.99, Synergy_Loewe=-2.20, Synergy_HSA=0.543. (2) Drug 1: CC12CCC3C(C1CCC2O)C(CC4=C3C=CC(=C4)O)CCCCCCCCCS(=O)CCCC(C(F)(F)F)(F)F. Drug 2: CN(C(=O)NC(C=O)C(C(C(CO)O)O)O)N=O. Cell line: OVCAR-4. Synergy scores: CSS=-3.32, Synergy_ZIP=1.03, Synergy_Bliss=0.637, Synergy_Loewe=-3.24, Synergy_HSA=-3.22. (3) Drug 1: CN(C)C1=NC(=NC(=N1)N(C)C)N(C)C. Drug 2: CNC(=O)C1=NC=CC(=C1)OC2=CC=C(C=C2)NC(=O)NC3=CC(=C(C=C3)Cl)C(F)(F)F. Cell line: OVCAR-4. Synergy scores: CSS=2.68, Synergy_ZIP=-3.57, Synergy_Bliss=-0.0235, Synergy_Loewe=-25.7, Synergy_HSA=-3.89. (4) Drug 1: C1=C(C(=O)NC(=O)N1)N(CCCl)CCCl. Drug 2: CC1=C2C(C(=O)C3(C(CC4C(C3C(C(C2(C)C)(CC1OC(=O)C(C(C5=CC=CC=C5)NC(=O)OC(C)(C)C)O)O)OC(=O)C6=CC=CC=C6)(CO4)OC(=O)C)O)C)O. Cell line: SR. Synergy scores: CSS=66.4, Synergy_ZIP=1.97, Synergy_Bliss=-0.239, Synergy_Loewe=-0.196, Synergy_HSA=2.17.